From a dataset of Full USPTO retrosynthesis dataset with 1.9M reactions from patents (1976-2016). Predict the reactants needed to synthesize the given product. (1) Given the product [ClH:16].[NH2:2][CH2:1][C:3]1[CH:4]=[C:5]([C:12]([O:14][CH2:15][CH3:19])=[O:13])[C:6]([CH:9]([F:11])[F:10])=[N:7][CH:8]=1, predict the reactants needed to synthesize it. The reactants are: [C:1]([C:3]1[CH:4]=[C:5]([C:12]([O:14][CH3:15])=[O:13])[C:6]([CH:9]([F:11])[F:10])=[N:7][CH:8]=1)#[N:2].[ClH:16].[H][H].[CH3:19]CO. (2) Given the product [N:41]1[CH:28]=[CH:29][CH:30]=[C:25]([C:24]([N:22]2[CH2:21][CH2:20][C:18]3[N:19]=[C:14]([NH:13][C:5]4[CH:6]=[C:7]([O:11][CH3:12])[C:8]([O:9][CH3:10])=[C:3]([O:2][CH3:1])[CH:4]=4)[N:15]=[CH:16][C:17]=3[CH2:23]2)=[O:32])[CH:26]=1, predict the reactants needed to synthesize it. The reactants are: [CH3:1][O:2][C:3]1[CH:4]=[C:5]([NH:13][C:14]2[N:15]=[CH:16][C:17]3[CH2:23][NH:22][CH2:21][CH2:20][C:18]=3[N:19]=2)[CH:6]=[C:7]([O:11][CH3:12])[C:8]=1[O:9][CH3:10].[C:24]([O:32]C(=O)C1C=CC=CC=1)(=O)[C:25]1[CH:30]=[CH:29][CH:28]=C[CH:26]=1.[N:41]1C=CC=CC=1. (3) Given the product [CH3:73][N:57]([CH3:56])[CH:58]1[CH2:62][CH2:61][N:60]([CH2:63][C:64]2[CH:69]=[CH:68][C:67]([CH2:70][N:71]([CH3:72])[C:21]([C:18]3[CH:17]=[C:16]([CH2:15][N:13]([S:10]([C:6]4[C:7]([CH3:9])=[CH:8][C:3]([O:2][CH3:1])=[CH:4][C:5]=4[CH3:24])(=[O:11])=[O:12])[CH3:14])[O:20][CH:19]=3)=[O:23])=[CH:66][CH:65]=2)[CH2:59]1, predict the reactants needed to synthesize it. The reactants are: [CH3:1][O:2][C:3]1[CH:8]=[C:7]([CH3:9])[C:6]([S:10]([N:13]([CH2:15][C:16]2[O:20][CH:19]=[C:18]([C:21]([OH:23])=O)[CH:17]=2)[CH3:14])(=[O:12])=[O:11])=[C:5]([CH3:24])[CH:4]=1.CCN=C=NCCCN(C)C.C1C=CC2N(O)N=NC=2C=1.CCN(C(C)C)C(C)C.Cl.[CH3:56][N:57]([CH3:73])[CH:58]1[CH2:62][CH2:61][N:60]([CH2:63][C:64]2[CH:69]=[CH:68][C:67]([CH2:70][NH:71][CH3:72])=[CH:66][CH:65]=2)[CH2:59]1. (4) Given the product [CH:2]1([N:5]([CH:19]2[CH2:24][CH2:23][N:22]([C:26]3[C:31]([F:32])=[CH:30][C:29]([C:33]([F:36])([F:34])[F:35])=[CH:28][N:27]=3)[CH2:21][CH2:20]2)[C:6](=[O:18])[C:7]2[CH:8]=[CH:9][C:10]([C:13]3[O:17][CH:16]=[N:15][CH:14]=3)=[CH:11][CH:12]=2)[CH2:4][CH2:3]1, predict the reactants needed to synthesize it. The reactants are: Cl.[CH:2]1([N:5]([CH:19]2[CH2:24][CH2:23][NH:22][CH2:21][CH2:20]2)[C:6](=[O:18])[C:7]2[CH:12]=[CH:11][C:10]([C:13]3[O:17][CH:16]=[N:15][CH:14]=3)=[CH:9][CH:8]=2)[CH2:4][CH2:3]1.F[C:26]1[C:31]([F:32])=[CH:30][C:29]([C:33]([F:36])([F:35])[F:34])=[CH:28][N:27]=1. (5) Given the product [CH2:21]([C:25]1[O:26][C:27]2[CH:50]=[CH:49][CH:48]=[CH:47][C:28]=2[C:29]=1[C:30]([C:31]1[CH:36]=[C:35]([C:1]2[CH:6]=[CH:5][CH:4]=[CH:3][CH:2]=2)[C:34]([O:38][CH2:39][O:40][CH2:41][CH2:42][O:43][CH3:44])=[C:33]([C:1]2[CH:6]=[CH:5][CH:4]=[CH:3][CH:2]=2)[CH:32]=1)=[O:46])[CH2:22][CH2:23][CH3:24], predict the reactants needed to synthesize it. The reactants are: [C:1]1(B(O)O)[CH:6]=[CH:5][CH:4]=[CH:3][CH:2]=1.O.O.O.O.O.O.O.O.[OH-].[Ba+2].[OH-].[CH2:21]([C:25]1[O:26][C:27]2[CH:50]=[CH:49][CH:48]=[CH:47][C:28]=2[C:29]=1[C:30](=[O:46])[C:31]1[CH:36]=[C:35](I)[C:34]([O:38][CH2:39][O:40][CH2:41][CH2:42][O:43][CH3:44])=[C:33](I)[CH:32]=1)[CH2:22][CH2:23][CH3:24]. (6) Given the product [CH:8]1([C@@H:5]2[O:6][CH2:7][C@@:2]([NH:1][C:41]([NH:43][C:44](=[O:51])[C:45]3[CH:46]=[CH:47][CH:48]=[CH:49][CH:50]=3)=[S:42])([C:15]3[CH:20]=[CH:19][C:18]([F:21])=[CH:17][C:16]=3[F:22])[C@H:3]([C@@H:11]([OH:14])[CH2:12][F:13])[CH2:4]2)[CH2:10][CH2:9]1, predict the reactants needed to synthesize it. The reactants are: [NH2:1][C@@:2]1([C:15]2[CH:20]=[CH:19][C:18]([F:21])=[CH:17][C:16]=2[F:22])[CH2:7][O:6][C@@H:5]([CH:8]2[CH2:10][CH2:9]2)[CH2:4][C@H:3]1[C@@H:11]([OH:14])[CH2:12][F:13].C1([C@@H]2OC[C@@](N[C:41]([NH:43][C:44](=[O:51])[C:45]3[CH:50]=[CH:49][CH:48]=[CH:47][CH:46]=3)=[S:42])(C3C=CC(F)=CC=3F)[C@H]([C@@H](O)C)C2)CC1. (7) Given the product [C:32]([C:29]1[CH:28]=[CH:27][C:26]([C@@:21]2([CH:23]([CH3:25])[CH3:24])[C@@:13]3([C:14]4[C:19](=[CH:18][CH:17]=[C:16]([F:20])[CH:15]=4)[N:11]([CH2:10][C:6]4[CH:5]=[C:4]([CH:9]=[CH:8][CH:7]=4)[C:3]([OH:35])=[O:2])[C:12]3=[O:34])[CH2:22]2)=[CH:31][CH:30]=1)#[N:33], predict the reactants needed to synthesize it. The reactants are: C[O:2][C:3](=[O:35])[C:4]1[CH:9]=[CH:8][CH:7]=[C:6]([CH2:10][N:11]2[C:19]3[C:14](=[CH:15][C:16]([F:20])=[CH:17][CH:18]=3)[C@:13]3([CH2:22][C@:21]3([C:26]3[CH:31]=[CH:30][C:29]([C:32]#[N:33])=[CH:28][CH:27]=3)[CH:23]([CH3:25])[CH3:24])[C:12]2=[O:34])[CH:5]=1.[OH-].[Na+].Cl. (8) The reactants are: [S:1]1[CH:5]=[C:4]([N:6]2[CH2:11][CH2:10][CH:9]([C:12]([OH:14])=O)[CH2:8][CH2:7]2)[C:3]2[CH:15]=[CH:16][CH:17]=[CH:18][C:2]1=2.BrC1C2C=CC=CC=2SC=1.[NH2:29][C:30]1[CH:39]=[CH:38][C:33]2[NH:34][C:35](=[O:37])[NH:36][C:32]=2[CH:31]=1. Given the product [O:37]=[C:35]1[NH:34][C:33]2[CH:38]=[CH:39][C:30]([NH:29][C:12]([CH:9]3[CH2:8][CH2:7][N:6]([C:4]4[C:3]5[CH:15]=[CH:16][CH:17]=[CH:18][C:2]=5[S:1][CH:5]=4)[CH2:11][CH2:10]3)=[O:14])=[CH:31][C:32]=2[NH:36]1, predict the reactants needed to synthesize it.